From a dataset of Catalyst prediction with 721,799 reactions and 888 catalyst types from USPTO. Predict which catalyst facilitates the given reaction. Reactant: [ClH:1].Cl.[Cl:3][C:4]1[CH:16]=[CH:15][C:7]([CH2:8][N:9]2[CH2:14][CH2:13][NH:12][CH2:11][CH2:10]2)=[CH:6][CH:5]=1.Br[CH:18]([CH3:27])[C:19]([C:21]1[CH:26]=[CH:25][CH:24]=[CH:23][CH:22]=1)=[O:20]. Product: [ClH:3].[ClH:1].[Cl:3][C:4]1[CH:16]=[CH:15][C:7]([CH2:8][N:9]2[CH2:14][CH2:13][N:12]([CH:18]([C:19](=[O:20])[C:21]3[CH:26]=[CH:25][CH:24]=[CH:23][CH:22]=3)[CH3:27])[CH2:11][CH2:10]2)=[CH:6][CH:5]=1. The catalyst class is: 8.